Dataset: Full USPTO retrosynthesis dataset with 1.9M reactions from patents (1976-2016). Task: Predict the reactants needed to synthesize the given product. Given the product [F:30][C:31]1([F:37])[CH2:36][CH2:35][CH2:34][N:33]([C:2]2[CH:3]=[C:4]3[C:9](=[CH:10][CH:11]=2)[N:8]=[C:7]([CH3:12])[C:6]([C:13](=[O:18])[C:14]([F:17])([F:16])[F:15])=[C:5]3[C:19]2[CH:24]=[CH:23][C:22]([S:25]([CH3:28])(=[O:27])=[O:26])=[CH:21][CH:20]=2)[CH2:32]1, predict the reactants needed to synthesize it. The reactants are: Br[C:2]1[CH:3]=[C:4]2[C:9](=[CH:10][CH:11]=1)[N:8]=[C:7]([CH3:12])[C:6]([C:13](=[O:18])[C:14]([F:17])([F:16])[F:15])=[C:5]2[C:19]1[CH:24]=[CH:23][C:22]([S:25]([CH3:28])(=[O:27])=[O:26])=[CH:21][CH:20]=1.Cl.[F:30][C:31]1([F:37])[CH2:36][CH2:35][CH2:34][NH:33][CH2:32]1.